From a dataset of Full USPTO retrosynthesis dataset with 1.9M reactions from patents (1976-2016). Predict the reactants needed to synthesize the given product. (1) Given the product [F:17][C:18]1[CH:19]=[CH:20][C:21]([CH2:24][CH2:25][C@@H:26]2[NH:27][CH2:28][CH2:29][N:16]([C:5]3[C:4]4[N:3]=[C:2]([CH3:1])[S:11][C:10]=4[NH:9][C:8]4[CH:12]=[CH:13][CH:14]=[CH:15][C:7]=4[N:6]=3)[CH2:31]2)=[CH:22][CH:23]=1, predict the reactants needed to synthesize it. The reactants are: [CH3:1][C:2]1[S:11][C:10]2[NH:9][C:8]3[CH:12]=[CH:13][CH:14]=[CH:15][C:7]=3[N:6]=[C:5]([NH2:16])[C:4]=2[N:3]=1.[F:17][C:18]1[CH:23]=[CH:22][C:21]([CH2:24][CH2:25][C@H:26]2[CH2:31]N[CH2:29][CH2:28][NH:27]2)=[CH:20][CH:19]=1. (2) Given the product [CH2:1]([O:5][C:6]([C:8]1[N:9]=[C:10]([C:29]#[N:30])[C:11]2[C:16]([C:17]=1[OH:18])=[CH:15][CH:14]=[C:13]([S:19][C:20]1[CH:25]=[CH:24][CH:23]=[CH:22][CH:21]=1)[CH:12]=2)=[O:7])[CH2:2][CH2:3][CH3:4], predict the reactants needed to synthesize it. The reactants are: [CH2:1]([O:5][C:6]([C:8]1[N:9]=[CH:10][C:11]2[C:16]([C:17]=1[OH:18])=[CH:15][CH:14]=[C:13]([S:19][C:20]1[CH:25]=[CH:24][CH:23]=[CH:22][CH:21]=1)[CH:12]=2)=[O:7])[CH2:2][CH2:3][CH3:4].CC1C=C(C)[N:30]=[C:29](C)C=1.CC1C([IH+])=C(C)N=C(C)C=1.F[P-](F)(F)(F)(F)F.C([Cu])#N.Cl. (3) Given the product [ClH:21].[CH:18]([O:17][C:13]1[CH:14]=[C:15]2[C:10](=[CH:11][CH:12]=1)[CH2:9][NH:8][CH2:16]2)([CH3:20])[CH3:19], predict the reactants needed to synthesize it. The reactants are: C(OC([N:8]1[CH2:16][C:15]2[C:10](=[CH:11][CH:12]=[C:13]([O:17][CH:18]([CH3:20])[CH3:19])[CH:14]=2)[CH2:9]1)=O)(C)(C)C.[ClH:21]. (4) Given the product [Cl:1][C:2]1[CH:7]=[CH:6][C:5]([C:8]2([F:28])[CH2:13][CH2:12][N:11]([C:14]([O:16][C:17]([CH3:20])([CH3:19])[CH3:18])=[O:15])[CH2:10][CH2:9]2)=[CH:4][CH:3]=1, predict the reactants needed to synthesize it. The reactants are: [Cl:1][C:2]1[CH:7]=[CH:6][C:5]([C:8]2(O)[CH2:13][CH2:12][N:11]([C:14]([O:16][C:17]([CH3:20])([CH3:19])[CH3:18])=[O:15])[CH2:10][CH2:9]2)=[CH:4][CH:3]=1.C(N(S(F)(F)[F:28])CC)C. (5) Given the product [Cl:1][CH2:2][CH2:3][CH:4]([C:8]1[CH:13]=[CH:12][CH:11]=[CH:10][CH:9]=1)[C:5]([NH:16][NH:15][C:14]([O:18][C:19]([CH3:22])([CH3:21])[CH3:20])=[O:17])=[O:6], predict the reactants needed to synthesize it. The reactants are: [Cl:1][CH2:2][CH2:3][CH:4]([C:8]1[CH:13]=[CH:12][CH:11]=[CH:10][CH:9]=1)[C:5](Cl)=[O:6].[C:14]([O:18][C:19]([CH3:22])([CH3:21])[CH3:20])(=[O:17])[NH:15][NH2:16].C(N(CC)CC)C.C(=O)(O)[O-].[Na+]. (6) Given the product [C:1]([O:5][C:6](=[O:22])[NH:7][C:8]1[CH:13]=[CH:12][C:11]([C:14]2[CH:15]=[CH:16][C:17]([F:20])=[CH:18][CH:19]=2)=[CH:10][C:9]=1[NH:21][C:32](=[O:33])[CH2:31][C:30]([C:26]1[S:27][CH:28]=[CH:29][C:25]=1[C:23]#[N:24])=[O:35])([CH3:4])([CH3:2])[CH3:3], predict the reactants needed to synthesize it. The reactants are: [C:1]([O:5][C:6](=[O:22])[NH:7][C:8]1[CH:13]=[CH:12][C:11]([C:14]2[CH:19]=[CH:18][C:17]([F:20])=[CH:16][CH:15]=2)=[CH:10][C:9]=1[NH2:21])([CH3:4])([CH3:3])[CH3:2].[C:23]([C:25]1[CH:29]=[CH:28][S:27][C:26]=1[C:30]1[O:35]C(C)(C)[O:33][C:32](=O)[CH:31]=1)#[N:24]. (7) Given the product [Cl:1][C:2]1[C:3]([O:53][CH3:54])=[CH:4][CH:5]=[C:6]2[C:11]=1[N:10]=[C:9]([C:12]1[S:13][CH:14]=[C:15]([CH:17]([CH3:18])[CH3:19])[N:16]=1)[CH:8]=[C:7]2[O:20][C@@H:21]1[CH2:25][N:24]2[C@H:23]([C:43](=[O:44])[N:45]([CH3:46])[CH2:47][CH2:48][CH2:49][CH2:50][CH:51]=[CH:52][C@H:31]3[C@:29]([C:34]([NH:35][S:36]([CH:39]4[CH2:41][CH2:40]4)(=[O:37])=[O:38])=[O:42])([NH:28][C:26]2=[O:27])[CH2:30]3)[CH2:22]1, predict the reactants needed to synthesize it. The reactants are: [Cl:1][C:2]1[C:3]([O:53][CH3:54])=[CH:4][CH:5]=[C:6]2[C:11]=1[N:10]=[C:9]([C:12]1[S:13][CH:14]=[C:15]([CH:17]([CH3:19])[CH3:18])[N:16]=1)[CH:8]=[C:7]2[O:20][C@@H:21]1[CH2:25][N:24]([C:26]([NH:28][C@:29]2([C:34](=[O:42])[NH:35][S:36]([CH:39]3[CH2:41][CH2:40]3)(=[O:38])=[O:37])[CH2:31][C@H:30]2C=C)=[O:27])[C@H:23]([C:43]([N:45]([CH2:47][CH2:48][CH2:49][CH2:50][CH:51]=[CH2:52])[CH3:46])=[O:44])[CH2:22]1.SC1N=CC=CC=1C(O)=O. (8) Given the product [CH:23]1([C:15]2[CH:16]=[C:17]([B:20]([OH:21])[OH:22])[CH:18]=[CH:19][C:14]=2[C:12]([NH:11][S:8]([CH2:7][CH2:6][CH2:5][OH:4])(=[O:10])=[O:9])=[O:13])[CH2:24][CH2:25][CH2:26][CH2:27]1, predict the reactants needed to synthesize it. The reactants are: C([O:4][CH2:5][CH2:6][CH2:7][S:8]([NH:11][C:12]([C:14]1[CH:19]=[CH:18][C:17]([B:20]([OH:22])[OH:21])=[CH:16][C:15]=1[CH:23]1[CH2:27][CH2:26][CH2:25][CH2:24]1)=[O:13])(=[O:10])=[O:9])(=O)C. (9) Given the product [C:19]([C:23]1[CH:27]=[C:26]([C:28]([O:30][CH2:31][CH3:32])=[O:29])[N:25]([C:12]2[CH:13]=[CH:14][C:9]([N:8]([CH3:18])[CH3:7])=[CH:10][CH:11]=2)[N:24]=1)([CH3:22])([CH3:20])[CH3:21], predict the reactants needed to synthesize it. The reactants are: N1C=CC=CC=1.[CH3:7][N:8]([CH3:18])[C:9]1[CH:14]=[CH:13][C:12](B(O)O)=[CH:11][CH:10]=1.[C:19]([C:23]1[CH:27]=[C:26]([C:28]([O:30][CH2:31][CH3:32])=[O:29])[NH:25][N:24]=1)([CH3:22])([CH3:21])[CH3:20].CCOCC.CCCC(C)C. (10) The reactants are: C(OC([N:8]1[C:16]2[C:11](=[CH:12][CH:13]=[C:14]([O:17][CH3:18])[CH:15]=2)[CH:10]=[C:9]1[C:19]1[CH:24]=[CH:23][C:22]([NH:25][C:26]([O:28][CH:29]([CH3:31])[CH3:30])=[O:27])=[CH:21][CH:20]=1)=O)(C)(C)C.C(O)(C(F)(F)F)=O. Given the product [CH:29]([O:28][C:26](=[O:27])[NH:25][C:22]1[CH:21]=[CH:20][C:19]([C:9]2[NH:8][C:16]3[C:11]([CH:10]=2)=[CH:12][CH:13]=[C:14]([O:17][CH3:18])[CH:15]=3)=[CH:24][CH:23]=1)([CH3:31])[CH3:30], predict the reactants needed to synthesize it.